From a dataset of Reaction yield outcomes from USPTO patents with 853,638 reactions. Predict the reaction yield, written as a fraction of the theoretical maximum amount of product (1.0 means a 100% yield; for example, 0.34 means a 34% yield). The reactants are [Br:1][C:2]1[CH:3]=[C:4]([C:14]([OH:16])=O)[C:5]2[CH:6]=[CH:7][N:8]([CH:11]([CH3:13])[CH3:12])[C:9]=2[CH:10]=1.[NH2:17][CH2:18][C:19]1[C:20](=[O:27])[NH:21][C:22]([CH3:26])=[CH:23][C:24]=1[CH3:25].ON1C2N=CC=CC=2N=N1.C(Cl)CCl.CN1CCOCC1. The catalyst is CS(C)=O. The product is [Br:1][C:2]1[CH:3]=[C:4]([C:14]([NH:17][CH2:18][C:19]2[C:20](=[O:27])[NH:21][C:22]([CH3:26])=[CH:23][C:24]=2[CH3:25])=[O:16])[C:5]2[CH:6]=[CH:7][N:8]([CH:11]([CH3:12])[CH3:13])[C:9]=2[CH:10]=1. The yield is 0.744.